Dataset: Peptide-MHC class I binding affinity with 185,985 pairs from IEDB/IMGT. Task: Regression. Given a peptide amino acid sequence and an MHC pseudo amino acid sequence, predict their binding affinity value. This is MHC class I binding data. (1) The peptide sequence is APTLHRLGI. The MHC is HLA-B27:05 with pseudo-sequence HLA-B27:05. The binding affinity (normalized) is 0.0847. (2) The peptide sequence is VFRTSTPKVV. The MHC is HLA-A01:01 with pseudo-sequence HLA-A01:01. The binding affinity (normalized) is 0. (3) The peptide sequence is FYPKVTKYL. The MHC is Patr-A0901 with pseudo-sequence Patr-A0901. The binding affinity (normalized) is 0.211. (4) The peptide sequence is HVPTRGTAM. The binding affinity (normalized) is 0.213. The MHC is HLA-B15:01 with pseudo-sequence HLA-B15:01. (5) The peptide sequence is KLYFWIPWS. The MHC is HLA-A02:11 with pseudo-sequence HLA-A02:11. The binding affinity (normalized) is 0.733. (6) The peptide sequence is AVDADDSHF. The MHC is HLA-A69:01 with pseudo-sequence HLA-A69:01. The binding affinity (normalized) is 0.0847. (7) The peptide sequence is RYYDGNIYDL. The MHC is HLA-A23:01 with pseudo-sequence HLA-A23:01. The binding affinity (normalized) is 0.773.